This data is from Forward reaction prediction with 1.9M reactions from USPTO patents (1976-2016). The task is: Predict the product of the given reaction. (1) The product is: [Cl:9][C:10]1[CH:29]=[CH:28][C:13]([NH:14][C:15]2[C:24]3[C:19](=[CH:20][C:21]([O:27][CH2:2][CH2:3][CH:4]4[O:8][CH2:7][CH2:6][O:5]4)=[C:22]([O:25][CH3:26])[CH:23]=3)[N:18]=[CH:17][N:16]=2)=[C:12]([F:30])[CH:11]=1. Given the reactants Br[CH2:2][CH2:3][CH:4]1[O:8][CH2:7][CH2:6][O:5]1.[Cl:9][C:10]1[CH:29]=[CH:28][C:13]([NH:14][C:15]2[C:24]3[C:19](=[CH:20][C:21]([OH:27])=[C:22]([O:25][CH3:26])[CH:23]=3)[N:18]=[CH:17][N:16]=2)=[C:12]([F:30])[CH:11]=1.C(=O)([O-])[O-].[K+].[K+], predict the reaction product. (2) Given the reactants [CH3:1][C:2]1([CH3:18])[O:6][CH:5]([CH2:7][C:8]2[C:13]([O:14][CH3:15])=[CH:12][CH:11]=[CH:10][C:9]=2[CH2:16][OH:17])[CH2:4][O:3]1, predict the reaction product. The product is: [CH3:1][C:2]1([CH3:18])[O:6][CH:5]([CH2:7][C:8]2[C:13]([O:14][CH3:15])=[CH:12][CH:11]=[CH:10][C:9]=2[CH:16]=[O:17])[CH2:4][O:3]1. (3) Given the reactants [N:1]1[CH:6]=[CH:5][C:4]([C:7]2[CH:15]=[CH:14][C:10]([C:11]([OH:13])=O)=[CH:9][CH:8]=2)=[CH:3][CH:2]=1.N=C=N.C1C=CC2N(O)N=[N:25]C=2C=1.[CH2:29](N)[CH2:30][C:31]1[CH:36]=[CH:35][CH:34]=[CH:33][CH:32]=1, predict the reaction product. The product is: [C:31]1([CH2:30][CH2:29][C:9]2[CH:8]=[C:7]([C:4]3[CH:3]=[CH:2][N:1]=[CH:6][CH:5]=3)[CH:15]=[CH:14][C:10]=2[C:11]([NH2:25])=[O:13])[CH:36]=[CH:35][CH:34]=[CH:33][CH:32]=1.